From a dataset of Reaction yield outcomes from USPTO patents with 853,638 reactions. Predict the reaction yield, written as a fraction of the theoretical maximum amount of product (1.0 means a 100% yield; for example, 0.34 means a 34% yield). (1) The reactants are [Cl:1][C:2]1[CH:21]=[CH:20][C:5]([CH2:6][NH:7][C:8]([C:10]23[CH2:19][CH:14]4[CH2:15][CH:16]([CH2:18][CH:12]([CH2:13]4)[CH2:11]2)[CH2:17]3)=[O:9])=[CH:4][CH:3]=1.[H-].[Na+].[CH3:24]I. The catalyst is CN(C=O)C. The product is [Cl:1][C:2]1[CH:3]=[CH:4][C:5]([CH2:6][N:7]([CH3:24])[C:8]([C:10]23[CH2:11][CH:12]4[CH2:18][CH:16]([CH2:15][CH:14]([CH2:13]4)[CH2:19]2)[CH2:17]3)=[O:9])=[CH:20][CH:21]=1. The yield is 0.540. (2) The catalyst is O1CCCC1.O. The reactants are [OH:1][C:2]1[CH:7]=[CH:6][C:5]([CH2:8][CH2:9][C:10]([O:12][CH3:13])=[O:11])=[CH:4][CH:3]=1.[CH2:14](O)[C:15]1[CH:20]=[CH:19][CH:18]=[CH:17][CH:16]=1.C1(P(C2C=CC=CC=2)C2C=CC=CC=2)C=CC=CC=1.N(C(OCC)=O)=NC(OCC)=O. The yield is 0.590. The product is [C:15]1([CH2:14][O:1][C:2]2[CH:3]=[CH:4][C:5]([CH2:8][CH2:9][C:10]([O:12][CH3:13])=[O:11])=[CH:6][CH:7]=2)[CH:20]=[CH:19][CH:18]=[CH:17][CH:16]=1. (3) The reactants are [CH3:1][O:2][C:3]1[CH:4]=[C:5]([OH:9])[CH:6]=[CH:7][CH:8]=1.C(=O)([O-])[O-].[K+].[K+].F[C:17]1[CH:24]=[CH:23][C:20]([C:21]#[N:22])=[CH:19][CH:18]=1. The catalyst is CS(C)=O.O. The product is [CH3:1][O:2][C:3]1[CH:4]=[C:5]([CH:6]=[CH:7][CH:8]=1)[O:9][C:17]1[CH:24]=[CH:23][C:20]([C:21]#[N:22])=[CH:19][CH:18]=1. The yield is 0.980. (4) The reactants are [Si](OC(C1OC(I)=CN=1)CCCCCCC1C=CC=CC=1)(C(C)(C)C)(C)C.[Si]([O:35][CH:36]([C:49]1[O:50][C:51]([C:54]([F:57])([F:56])[F:55])=[CH:52][N:53]=1)[CH2:37][CH2:38][CH2:39][CH2:40][CH2:41][CH2:42][C:43]1[CH:48]=[CH:47][CH:46]=[CH:45][CH:44]=1)(C(C)(C)C)(C)C.CN(P(N(C)C)(N(C)C)=O)C.FS(C(C(OC)=O)(F)F)(=O)=O.[NH4+].[Cl-]. The catalyst is CN(C=O)C.[Cu]I. The product is [C:43]1([CH2:42][CH2:41][CH2:40][CH2:39][CH2:38][CH2:37][C:36]([C:49]2[O:50][C:51]([C:54]([F:57])([F:56])[F:55])=[CH:52][N:53]=2)=[O:35])[CH:48]=[CH:47][CH:46]=[CH:45][CH:44]=1. The yield is 0.550. (5) The reactants are Cl.[CH3:2][C:3]1[C:11]([C:12](=[S:14])[NH2:13])=[C:6]2[CH:7]=[CH:8][CH:9]=[CH:10][N:5]2[N:4]=1.Cl[CH:16]([C:21](OC)=[O:22])[C:17]([O:19][CH3:20])=[O:18]. The catalyst is CC(O)C. The product is [OH:22][C:21]1[N:13]=[C:12]([C:11]2[C:3]([CH3:2])=[N:4][N:5]3[CH:10]=[CH:9][CH:8]=[CH:7][C:6]=23)[S:14][C:16]=1[C:17]([O:19][CH3:20])=[O:18]. The yield is 0.820. (6) The reactants are [Br-].[K+].[C:3]([O:7][C:8](=[O:15])[NH:9][C:10]([CH3:14])([CH3:13])[CH2:11][OH:12])([CH3:6])([CH3:5])[CH3:4].C(=O)(O)[O-].[Na+].Cl[O-].[Na+].S([O-])([O-])(=O)=S.[Na+].[Na+]. The catalyst is C(Cl)Cl.CC1CCC[N+]([O-])(C)C1(C)C. The product is [C:3]([O:7][C:8](=[O:15])[NH:9][C:10]([CH3:14])([CH3:13])[CH:11]=[O:12])([CH3:6])([CH3:4])[CH3:5]. The yield is 0.790. (7) The reactants are [O:1]1[C:6]2[CH:7]=[CH:8][CH:9]=[C:10]([CH2:11]Cl)[C:5]=2[O:4][CH2:3][CH2:2]1.[C-:13]#[N:14].[Na+].CS(C)=O. The catalyst is C(OCC)(=O)C. The product is [O:1]1[C:6]2[CH:7]=[CH:8][CH:9]=[C:10]([CH2:11][C:13]#[N:14])[C:5]=2[O:4][CH2:3][CH2:2]1. The yield is 0.680.